This data is from Drug-target binding data from BindingDB using IC50 measurements. The task is: Regression. Given a target protein amino acid sequence and a drug SMILES string, predict the binding affinity score between them. We predict pIC50 (pIC50 = -log10(IC50 in M); higher means more potent). Dataset: bindingdb_ic50. (1) The small molecule is CNC(=O)[C@@H]1[C@@H](CCCN=C(N)N)C(=O)N1C(=O)N1CCN(C(=O)OC(C)(C)C)CC1. The target protein (Q9BZJ3) has sequence MLLLAPQMLSLLLLALPVLASPAYVAPAPGQALQQTGIVGGQEAPRSKWPWQVSLRVRGPYWMHFCGGSLIHPQWVLTAAHCVEPDIKDLAALRVQLREQHLYYQDQLLPVSRIIVHPQFYIIQTGADIALLELEEPVNISSHIHTVTLPPASETFPPGMPCWVTGWGDVDNNVHLPPPYPLKEVEVPVVENHLCNAEYHTGLHTGHSFQIVRDDMLCAGSENHDSCQGDSGGPLVCKVNGT. The pIC50 is 9.1. (2) The small molecule is O=C(NCC1CCCCN1)[C@@H]1CC[C@@H]2CN1C(=O)N2OS(=O)(=O)O. The target protein sequence is ATALTNLVAEPFAKLEQDFGGSIGVYAMDTGSGATVSYRAEERFPLCSSFKGFLAAAVLARSQQQAGLLDTPIRYGKNALVPWSPISEKYLTTGMTVAELSAAAVQYSDNAAANLLLKELGGPAGLTAFMRSIGDTTFRLDRWELELNSAIPGDARDTSSPRAVTESLQKLTLGSALAAPQRQQFVDWLKGNTTGNHRIRAAVPADWAVGDKTGTCGVYGTANDYAVVWPTGRAPIVLAVYTRAPNKDDKYSEAVIAAAA. The pIC50 is 6.7. (3) The pIC50 is 6.3. The target protein sequence is MQRSPLEKASVVSKLFFSWTRPILRKGYRQRLELSDIYQIPSVDSADNLSEKLEREWDRELASKKNPKLINALRRCFFWRFMFYGIFLYLGEVTKAVQPLLLGRIIASYDPDNKEERSIAIYLGIGLCLLFIVRTLLLHPAIFGLHHIGMQMRIAMFSLIYKKTLKLSSRVLDKISIGQLVSLLSNNLNKFDEGLALAHFVWIAPLQVALLMGLIWELLQASAFCGLGFLIVLALFQAGLGRMMMKYRDQRAGKISERLVITSEMIENIQSVKAYCWEEAMEKMIENLRQTELKLTRKAAYVRYFNSSAFFFSGFFVVFLSVLPYALIKGIILRKIFTTISFCIVLRMAVTRQFPWAVQTWYDSLGAINKIQDFLQKQEYKTLEYNLTTTEVVMENVTAFWEEGFGELFEKAKQNNNNRKTSNGDDSLFFSNFSLLGTPVLKDINFKIERGQLLAVAGSTGAGKTSLLMVIMGELEPSEGKIKHSGRISFCSQFSWIMPG.... The drug is CS(=O)(=O)NC(=O)c1cc(-c2ccc(N3CCC(C#N)CC3)nc2)c2c(C3CCC3)nn(-c3ccccc3)c2n1. (4) The compound is N#CCCN. The target protein (P58022) has sequence MELHFGSCLSGCLALLVLLPSLSLAQYEGWPYQLQYPEYFQQPAPEHHQRQVPSDVVKIQVRLAGQKRKHNEGRVEVYYEGQWGTVCDDDFSIHAAHVVCRQVGYVEAKSWAASSSYGPGEGPIWLDNIYCTGKESTLASCSSNGWGVTDCKHTEDVGVVCSEKRIPGFKFDNSLINQIESLNIQVEDIRIRPILSAFRHRKPVTEGYVEVKEGKAWKQICNKHWTAKNSHVVCGMFGFPAEKTYNPKAYKTFASRRKLRYWKFSMNCTGTEAHISSCKLGPSVTRDPVKNATCENGQPAVVSCVPSQIFSPDGPSRFRKAYKPEQPLVRLRGGAQVGEGRVEVLKNGEWGTICDDKWDLVSASVVCRELGFGTAKEAITGSRLGQGIGPIHLNEVQCTGTEKSIIDCKFNTESQGCNHEEDAGVRCNIPIMGFQKKVRLNGGRNPYEGRVEVLTERNGSLVWGTVCGQNWGIVEAMVVCRQLGLGFASNAFQETWYWHG.... The pIC50 is 6.9. (5) The compound is C=CS(=O)(=O)Nc1cccc(-c2nn(C(C)C)c3ncnc(N)c23)c1. The target protein sequence is QTQGLAKDAWEIPRESLRLEVKLGQGCFGEVWMGTWNGTTRVAIKTLKPGTMSPEAFLQEAQVMKKLRHEKLSQLYAVVSEEPIYIVCEYMSKGSLLDFLKGEMGKYLRLPQLVDMAAQIASGMAYVERMNYVHRDLRAANILVGENLVCKVADFGLARLIEDNEYTARQGAKFPIKWTAPEAALYGRFTIKSDVWSFGILLTELTTKGRVPYPGMVNREVLDQVERGYRMPCPPECPESLHDLMCQCWRKDPEERPTFEYLQAFLEDYFTSTEPQYQPGENL. The pIC50 is 6.9. (6) The drug is CNC(=O)c1c(-c2ccc(F)cc2)oc2cc(N(C)S(C)(=O)=O)c(-c3ccc4ncn(Cc5ccccc5)c(=O)c4c3)cc12. The target protein sequence is APITAYAQQTRGLLGCIITSLTGRDKNQVEGEVQIVSTATQTFLATCINGVCWTVYHGAGTRTIASPKGPVIQTYTNVDQDLVGWPAPQGSRSLTPCTCGSSDLYLVTRHADVIPVRRRGDSRGSLLSPRPISYLKGSSGGPLLCPTGHAVGLFRAAVCTRGVAKAVDFIPVENLETTMRSPVFTDNSSPPAVPQSFQVAHLHAPTGSGKSTKVPAAYAAKGYKVLVLNPSVAATLGFGAYMSKAHGVDPNIRTGVRTITTGSPITYSTYGKFLADAGCSGGAYDIIICDECHSTDATSISGIGTVLDQAETAGARLVVLATATPPGSVTVSHPNIEEVALSTTGEIPFYGKAIPLEVIKGGRHLIFCHSKKKCDELAAKLVALGINAVAYYRGLDVSVIPTSGDVVVVSTDALMTGFTGDFDSVIDCNTCVTQTVDFSLDPTFTIETTTLPQDAVSRTQRRGRTGRGKPGIYRFVAPGERPSGMFDSSVLCECYDAGCA.... The pIC50 is 8.2. (7) The small molecule is CCC[C@H](NC(=O)C1(NCCCC2CCCCC2)CCCC1)C(=O)N[C@@H](CC(C)C)C(N)=O. The target protein sequence is MAELIQKKLQGEVEKYQQLQKDLSKSMSGRQKLEAQLTENNIVKEELALLDGSNVVFKLLGPVLVKQELGEARATVGKRLDYITAEIKRYESQLRDLERQSEQQRETLAQLQQEFQRAQNAKAPGKA. The pIC50 is 5.9. (8) The small molecule is NC(=O)c1cnc2ccc(S(=O)(=O)c3ccccc3)cc2c1NC1CCCCC1. The target protein (Q07343) has sequence MKKSRSVMTVMADDNVKDYFECSLSKSYSSSSNTLGIDLWRGRRCCSGNLQLPPLSQRQSERARTPEGDGISRPTTLPLTTLPSIAITTVSQECFDVENGPSPGRSPLDPQASSSAGLVLHATFPGHSQRRESFLYRSDSDYDLSPKAMSRNSSLPSEQHGDDLIVTPFAQVLASLRSVRNNFTILTNLHGTSNKRSPAASQPPVSRVNPQEESYQKLAMETLEELDWCLDQLETIQTYRSVSEMASNKFKRMLNRELTHLSEMSRSGNQVSEYISNTFLDKQNDVEIPSPTQKDREKKKKQQLMTQISGVKKLMHSSSLNNTSISRFGVNTENEDHLAKELEDLNKWGLNIFNVAGYSHNRPLTCIMYAIFQERDLLKTFRISSDTFITYMMTLEDHYHSDVAYHNSLHAADVAQSTHVLLSTPALDAVFTDLEILAAIFAAAIHDVDHPGVSNQFLINTNSELALMYNDESVLENHHLAVGFKLLQEEHCDIFMNLTK.... The pIC50 is 7.4. (9) The drug is CCCCN(c1cc(-c2ccc(CN3CCOCC3)cc2)cc(C(=O)NCc2c(C)cc(C)[nH]c2=O)c1C)C1CCOCC1. The target protein sequence is MGQTGKKSEKGPVCWRKRVKSEYMRLRQLKRFRRADEVKSMFSSNRQKILERTEILNQEWKQRRIQPVHILTSVSSLRGTRECSVTSDLDFPTQVIPLKTLNAVASVPIMYSWSPLQQNFMVEDETVLHNIPYMGDEVLDQDGTFIEELIKNYDGKVHGDRECGFINDEIFVELVNALGQYNDDDDDDDGDDPEEREEKQKDLEDHRDDKESRPPRKFPSDKIFEAISSMFPDKGTAEELKEKYKELTEQQLPGALPPECTPNIDGPNAKSVQREQSLHSFHTLFCRRCFKYDCFLHPFHATPNTYKRKNTETALDNKPCGPQCYQHLEGAKEFAAALTAERIKTPPKRPGGRRRGRLPNNSSRPSTPTINVLESKDTDSDREAGTETGGENNDKEEEEKKDETSSSSEANSRCQTPIKMKPNIEPPENVEWSGAEASMFRVLIGTYYDNFCAIARLIGTKTCRQVYEFRVKESSIIAPAPAEDVDTPPRKKKRKHRLWA.... The pIC50 is 6.6.